This data is from HIV replication inhibition screening data with 41,000+ compounds from the AIDS Antiviral Screen. The task is: Binary Classification. Given a drug SMILES string, predict its activity (active/inactive) in a high-throughput screening assay against a specified biological target. (1) The molecule is O=C1C(=Cc2ccccc2)CCc2ccc([N+](=O)[O-])cc21. The result is 0 (inactive). (2) The drug is O=c1ccc2ccc3occc(=O)c3c2o1. The result is 0 (inactive). (3) The molecule is CC(OC(=O)C(CC(=O)OC(C)(C)C)NC(=O)OC(C)(C)C)C(=O)OCc1ccccc1. The result is 0 (inactive). (4) The compound is NCCC(N)CSP(=O)(O)O. The result is 0 (inactive). (5) The compound is CC(C)(C)C1CNP(C)(=O)OC1.CC(C)(C)C1CNP(C)(=O)OC1. The result is 0 (inactive).